Dataset: Forward reaction prediction with 1.9M reactions from USPTO patents (1976-2016). Task: Predict the product of the given reaction. Given the reactants [CH3:1][C:2]1[S:11][C:10]2[CH2:9][C:8]3[CH:12]=[CH:13][CH:14]=[CH:15][C:7]=3[NH:6][C:5](=O)[C:4]=2[CH:3]=1.P(Cl)(Cl)([Cl:19])=O.[NH:22]1[CH2:27][CH2:26][NH:25][CH2:24][C@@H:23]1[CH2:28][CH2:29][OH:30], predict the reaction product. The product is: [ClH:19].[ClH:19].[CH3:1][C:2]1[S:11][C:10]2[CH2:9][C:8]3[CH:12]=[CH:13][CH:14]=[CH:15][C:7]=3[N:6]=[C:5]([N:25]3[CH2:26][CH2:27][NH:22][C@@H:23]([CH2:28][CH2:29][OH:30])[CH2:24]3)[C:4]=2[CH:3]=1.